From a dataset of Cav3 T-type calcium channel HTS with 100,875 compounds. Binary Classification. Given a drug SMILES string, predict its activity (active/inactive) in a high-throughput screening assay against a specified biological target. (1) The compound is O1c2cc(CNC(=O)Cc3c(OC)cccc3)ccc2OC1. The result is 0 (inactive). (2) The drug is O(c1c(C(=O)Nc2c(cccc2)C(OC)=O)cccc1)C. The result is 0 (inactive).